Dataset: Catalyst prediction with 721,799 reactions and 888 catalyst types from USPTO. Task: Predict which catalyst facilitates the given reaction. (1) Reactant: [C:1]([O:5][C:6](=[O:43])[C@@H:7]([NH:14][C:15]([C:17]1[CH:22]=[CH:21][C:20]([C:23]2[CH:28]=[CH:27][CH:26]=[C:25]([NH:29][S:30]([C:33]3[CH:38]=[C:37]([CH3:39])[C:36]([Cl:40])=[CH:35][C:34]=3[CH3:41])(=[O:32])=[O:31])[CH:24]=2)=[CH:19][C:18]=1[CH3:42])=[O:16])[CH2:8][O:9][C:10]([CH3:13])([CH3:12])[CH3:11])(C)(C)C.Cl.COC(=O)[C@@H](N)COC(C)(C)C.C(N(CC)CC)C.C1C=C2N=NN(O)C2=CC=1.O.CCN=C=NCCCN(C)C.Cl. Product: [CH3:1][O:5][C:6](=[O:43])[C@@H:7]([NH:14][C:15]([C:17]1[CH:22]=[CH:21][C:20]([C:23]2[CH:28]=[CH:27][CH:26]=[C:25]([NH:29][S:30]([C:33]3[CH:38]=[C:37]([CH3:39])[C:36]([Cl:40])=[CH:35][C:34]=3[CH3:41])(=[O:32])=[O:31])[CH:24]=2)=[CH:19][C:18]=1[CH3:42])=[O:16])[CH2:8][O:9][C:10]([CH3:13])([CH3:12])[CH3:11]. The catalyst class is: 2. (2) Reactant: C[O:2][C:3]1[C:4]([C:18](=[O:20])[CH3:19])=[CH:5][S:6][C:7]=1[C:8]1[CH:17]=[CH:16][C:15]2[CH2:14][CH2:13][CH2:12][CH2:11][C:10]=2[CH:9]=1.B(Br)(Br)Br. Product: [OH:2][C:3]1[C:4]([C:18](=[O:20])[CH3:19])=[CH:5][S:6][C:7]=1[C:8]1[CH:17]=[CH:16][C:15]2[CH2:14][CH2:13][CH2:12][CH2:11][C:10]=2[CH:9]=1. The catalyst class is: 22. (3) Reactant: [F:1][C:2]([F:53])([F:52])[C:3]1[CH:4]=[C:5]([NH:13][C:14]2[C:23]3[C:18](=[CH:19][CH:20]=[CH:21][CH:22]=3)[C:17]([C:24]3[CH:25]=[CH:26][C:27]4[N:31]=[N:30][N:29](C(C5C=CC=CC=5)(C5C=CC=CC=5)C5C=CC=CC=5)[C:28]=4[CH:51]=3)=[N:16][N:15]=2)[CH:6]=[C:7]([C:9]([F:12])([F:11])[F:10])[CH:8]=1.Cl. Product: [NH:29]1[C:28]2[CH:51]=[C:24]([C:17]3[C:18]4[C:23](=[CH:22][CH:21]=[CH:20][CH:19]=4)[C:14]([NH:13][C:5]4[CH:4]=[C:3]([C:2]([F:1])([F:52])[F:53])[CH:8]=[C:7]([C:9]([F:11])([F:12])[F:10])[CH:6]=4)=[N:15][N:16]=3)[CH:25]=[CH:26][C:27]=2[N:31]=[N:30]1. The catalyst class is: 459. (4) Reactant: [CH3:1][O:2][C:3]1[CH:8]=[C:7]([CH3:9])[NH:6][C:5](=[O:10])[C:4]=1[CH2:11][NH:12][C:13]([C:15]1[C:16]([CH3:32])=[C:17]([CH:24]([CH:26]2[CH2:31][CH2:30][NH:29][CH2:28][CH2:27]2)[CH3:25])[N:18]2[C:23]=1[CH:22]=[CH:21][CH:20]=[N:19]2)=[O:14].[F:33][C:34]([F:39])([CH3:38])[C:35](O)=[O:36].F[P-](F)(F)(F)(F)F.C(C(=NO[C+](N(C)C)N1CCOCC1)C(OCC)=O)#N.C(N(CC)CC)C. Product: [F:33][C:34]([F:39])([CH3:38])[C:35]([N:29]1[CH2:30][CH2:31][CH:26]([CH:24]([C:17]2[N:18]3[N:19]=[CH:20][CH:21]=[CH:22][C:23]3=[C:15]([C:13]([NH:12][CH2:11][C:4]3[C:5](=[O:10])[NH:6][C:7]([CH3:9])=[CH:8][C:3]=3[O:2][CH3:1])=[O:14])[C:16]=2[CH3:32])[CH3:25])[CH2:27][CH2:28]1)=[O:36]. The catalyst class is: 4. (5) Reactant: [CH3:1][N:2]1[C:6]2[N:7]=[CH:8][N:9]([CH2:12][C:13]([F:16])([F:15])[F:14])[C:10](=[O:11])[C:5]=2[C:4]([C:17]2[CH:22]=[CH:21][CH:20]=[CH:19][CH:18]=2)=[CH:3]1.[Br:23]Br. Product: [Br:23][C:3]1[N:2]([CH3:1])[C:6]2[N:7]=[CH:8][N:9]([CH2:12][C:13]([F:14])([F:16])[F:15])[C:10](=[O:11])[C:5]=2[C:4]=1[C:17]1[CH:22]=[CH:21][CH:20]=[CH:19][CH:18]=1. The catalyst class is: 3. (6) Reactant: [C:1]([C:3]1[CH:26]=[CH:25][C:6]([O:7][CH2:8][CH2:9][N:10]2[CH:15]3[CH2:16][CH2:17][CH:11]2[CH2:12][N:13](C(OC(C)(C)C)=O)[CH2:14]3)=[CH:5][CH:4]=1)#[N:2].Cl. Product: [CH:15]12[N:10]([CH2:9][CH2:8][O:7][C:6]3[CH:5]=[CH:4][C:3]([C:1]#[N:2])=[CH:26][CH:25]=3)[CH:11]([CH2:17][CH2:16]1)[CH2:12][NH:13][CH2:14]2. The catalyst class is: 13.